Task: Regression. Given two drug SMILES strings and cell line genomic features, predict the synergy score measuring deviation from expected non-interaction effect.. Dataset: NCI-60 drug combinations with 297,098 pairs across 59 cell lines (1) Drug 1: CC=C1C(=O)NC(C(=O)OC2CC(=O)NC(C(=O)NC(CSSCCC=C2)C(=O)N1)C(C)C)C(C)C. Drug 2: C(=O)(N)NO. Cell line: K-562. Synergy scores: CSS=60.8, Synergy_ZIP=1.59, Synergy_Bliss=-1.85, Synergy_Loewe=-50.0, Synergy_HSA=-9.30. (2) Cell line: HOP-62. Drug 1: CS(=O)(=O)C1=CC(=C(C=C1)C(=O)NC2=CC(=C(C=C2)Cl)C3=CC=CC=N3)Cl. Synergy scores: CSS=31.6, Synergy_ZIP=4.05, Synergy_Bliss=8.54, Synergy_Loewe=-2.54, Synergy_HSA=7.94. Drug 2: CCC1=CC2CC(C3=C(CN(C2)C1)C4=CC=CC=C4N3)(C5=C(C=C6C(=C5)C78CCN9C7C(C=CC9)(C(C(C8N6C)(C(=O)OC)O)OC(=O)C)CC)OC)C(=O)OC.C(C(C(=O)O)O)(C(=O)O)O. (3) Drug 1: CCC1=CC2CC(C3=C(CN(C2)C1)C4=CC=CC=C4N3)(C5=C(C=C6C(=C5)C78CCN9C7C(C=CC9)(C(C(C8N6C)(C(=O)OC)O)OC(=O)C)CC)OC)C(=O)OC.C(C(C(=O)O)O)(C(=O)O)O. Drug 2: CC(C)(C#N)C1=CC(=CC(=C1)CN2C=NC=N2)C(C)(C)C#N. Cell line: RPMI-8226. Synergy scores: CSS=29.3, Synergy_ZIP=-1.85, Synergy_Bliss=-3.14, Synergy_Loewe=-26.5, Synergy_HSA=-5.03. (4) Drug 1: C1=CC(=C2C(=C1NCCNCCO)C(=O)C3=C(C=CC(=C3C2=O)O)O)NCCNCCO. Drug 2: CN(C)C1=NC(=NC(=N1)N(C)C)N(C)C. Cell line: SK-MEL-28. Synergy scores: CSS=42.2, Synergy_ZIP=6.16, Synergy_Bliss=5.58, Synergy_Loewe=-60.8, Synergy_HSA=2.06.